The task is: Regression/Classification. Given a drug SMILES string, predict its absorption, distribution, metabolism, or excretion properties. Task type varies by dataset: regression for continuous measurements (e.g., permeability, clearance, half-life) or binary classification for categorical outcomes (e.g., BBB penetration, CYP inhibition). Dataset: pampa_ncats.. This data is from PAMPA (Parallel Artificial Membrane Permeability Assay) permeability data from NCATS. (1) The compound is CC1=CC(=CC=C1)C2=CSC(=N2)N3CCC(CC3)C(=O)N. The result is 1 (high permeability). (2) The compound is CC1=CC(=CC=C1)C2=NN(C(=C2)NC(=O)C3=CC=CC=C3C)C4=CC=CC=C4. The result is 1 (high permeability). (3) The molecule is COC1=CC=CC=C1N2CCN(CC2)CCN(C3=CC=CC=N3)C(=O)C4=CC=C(C=C4)I. The result is 1 (high permeability).